From a dataset of Forward reaction prediction with 1.9M reactions from USPTO patents (1976-2016). Predict the product of the given reaction. (1) Given the reactants [NH2:1][C:2]1[CH:3]=[C:4]([N:8]2[C:17]3[C:12](=[CH:13][CH:14]=[CH:15][N:16]=3)[CH:11]=[C:10]([CH2:18][CH2:19][CH2:20][C:21]3[CH:26]=[CH:25][N:24]=[CH:23][CH:22]=3)[C:9]2=[O:27])[CH:5]=[CH:6][CH:7]=1.N1C=CC=CC=1.[C:34](OC(=O)C)(=[O:36])[CH3:35], predict the reaction product. The product is: [C:34]([NH:1][C:2]1[CH:3]=[C:4]([N:8]2[C:17]3[C:12](=[CH:13][CH:14]=[CH:15][N:16]=3)[CH:11]=[C:10]([CH2:18][CH2:19][CH2:20][C:21]3[CH:22]=[CH:23][N:24]=[CH:25][CH:26]=3)[C:9]2=[O:27])[CH:5]=[CH:6][CH:7]=1)(=[O:36])[CH3:35]. (2) Given the reactants Cl[C:2]1[N:7]=[C:6]([C:8]2[C:9]([I:16])=[N:10][N:11]([CH:13]([CH3:15])[CH3:14])[CH:12]=2)[CH:5]=[CH:4][N:3]=1.[NH2:17][CH2:18][C@@H:19]([NH:21][C:22](=[O:25])[O:23][CH3:24])[CH3:20].C(N(CC)CC)C, predict the reaction product. The product is: [I:16][C:9]1[C:8]([C:6]2[CH:5]=[CH:4][N:3]=[C:2]([NH:17][CH2:18][C@@H:19]([NH:21][C:22](=[O:25])[O:23][CH3:24])[CH3:20])[N:7]=2)=[CH:12][N:11]([CH:13]([CH3:15])[CH3:14])[N:10]=1. (3) Given the reactants [Si](OC[C:10]1C=CC(C(F)(F)F)=C[N+:11]=1[O-])(C(C)(C)C)(C)C.[Si:21]([O:28][CH2:29][C:30]1[CH:35]=[CH:34][C:33]([Cl:36])=[CH:32][N+:31]=1[O-])([C:24]([CH3:27])([CH3:26])[CH3:25])([CH3:23])[CH3:22], predict the reaction product. The product is: [Si:21]([O:28][CH2:29][C:30]1[N:31]=[C:32]([C:10]#[N:11])[C:33]([Cl:36])=[CH:34][CH:35]=1)([C:24]([CH3:27])([CH3:26])[CH3:25])([CH3:23])[CH3:22]. (4) Given the reactants [N:1]1([C:15]2[CH:22]=[CH:21][C:18]([C:19]#[N:20])=[CH:17][CH:16]=2)[CH2:6][CH2:5][N:4]([C:7]2[CH:14]=[CH:13][C:10]([C:11]#[N:12])=[CH:9][CH:8]=2)[CH2:3][CH2:2]1.[ClH:23].N[CH2:25][CH2:26][CH2:27][NH2:28], predict the reaction product. The product is: [ClH:23].[ClH:23].[NH:20]1[CH2:25][CH2:26][CH2:27][N:28]=[C:19]1[C:18]1[CH:17]=[CH:16][C:15]([N:1]2[CH2:2][CH2:3][N:4]([C:7]3[CH:8]=[CH:9][C:10]([C:11]4[NH:1][CH2:15][CH2:16][CH2:17][N:12]=4)=[CH:13][CH:14]=3)[CH2:5][CH2:6]2)=[CH:22][CH:21]=1. (5) Given the reactants [F:1][C:2]1([F:17])[CH2:7][CH:6]([CH2:8][OH:9])[CH2:5][N:4]([C:10]([O:12][C:13]([CH3:16])([CH3:15])[CH3:14])=[O:11])[CH2:3]1.C(N(CC)CC)C.[CH3:25][S:26](Cl)(=[O:28])=[O:27], predict the reaction product. The product is: [F:17][C:2]1([F:1])[CH2:7][CH:6]([CH2:8][O:9][S:26]([CH3:25])(=[O:28])=[O:27])[CH2:5][N:4]([C:10]([O:12][C:13]([CH3:14])([CH3:16])[CH3:15])=[O:11])[CH2:3]1.